From a dataset of Forward reaction prediction with 1.9M reactions from USPTO patents (1976-2016). Predict the product of the given reaction. (1) Given the reactants Cl.[OH:2][C:3]1[CH:8]=[C:7]([C:9]([O:11][CH3:12])=[O:10])[N:6]=[C:5]([C:13]([O:15][CH3:16])=[O:14])[CH:4]=1.C(=O)([O-])[O-].[K+].[K+].[CH2:23](Br)[C:24]1[CH:29]=[CH:28][CH:27]=[CH:26][CH:25]=1.O, predict the reaction product. The product is: [CH2:23]([O:2][C:3]1[CH:4]=[C:5]([C:13]([O:15][CH3:16])=[O:14])[N:6]=[C:7]([C:9]([O:11][CH3:12])=[O:10])[CH:8]=1)[C:24]1[CH:29]=[CH:28][CH:27]=[CH:26][CH:25]=1. (2) Given the reactants [C:1]([NH:4][C:5]1[N:13]=[C:12]2[C:8]([N:9]=[CH:10][N:11]2[CH:14]2[CH:18]([O:19][C:20](=[O:27])[C:21]3[CH:26]=[CH:25][CH:24]=[CH:23][CH:22]=3)[CH2:17][CH:16]([CH:28]=[CH:29][P:30]([O:35]CC)([O:32]CC)=[O:31])[O:15]2)=[C:7]([O:38]C(=O)N(C2C=CC=CC=2)C2C=CC=CC=2)[N:6]=1)(=[O:3])[CH3:2].N1C(C)=CC=CC=1C.Br[Si](C)(C)C, predict the reaction product. The product is: [C:1]([NH:4][C:5]1[NH:6][C:7](=[O:38])[C:8]2[N:9]=[CH:10][N:11]([CH:14]3[CH:18]([O:19][C:20](=[O:27])[C:21]4[CH:26]=[CH:25][CH:24]=[CH:23][CH:22]=4)[CH2:17][CH:16]([CH:28]=[CH:29][P:30]([OH:35])([OH:32])=[O:31])[O:15]3)[C:12]=2[N:13]=1)(=[O:3])[CH3:2]. (3) Given the reactants [Cr](Cl)([O-])(=O)=O.[NH+]1C=CC=CC=1.[Cl:12][C:13]1[CH:18]=[C:17]([CH2:19][OH:20])[CH:16]=[C:15]([CH3:21])[N:14]=1, predict the reaction product. The product is: [Cl:12][C:13]1[CH:18]=[C:17]([CH:19]=[O:20])[CH:16]=[C:15]([CH3:21])[N:14]=1. (4) Given the reactants [N+:1]([O:4][CH2:5][CH2:6][CH2:7][CH2:8][O:9][C:10]([C:12]1[C:21](=[O:22])[C:20]2[C:15](=[CH:16][C:17]([N:24]3[CH2:29][CH2:28][NH:27][CH2:26][CH2:25]3)=[C:18]([F:23])[CH:19]=2)[N:14]([CH2:30][CH3:31])[CH:13]=1)=[O:11])([O-:3])=[O:2].Cl.CCOC(C)=O, predict the reaction product. The product is: [N+:1]([O-:4])([OH:3])=[O:2].[N+:1]([O:4][CH2:5][CH2:6][CH2:7][CH2:8][O:9][C:10]([C:12]1[C:21](=[O:22])[C:20]2[C:15](=[CH:16][C:17]([N:24]3[CH2:29][CH2:28][NH:27][CH2:26][CH2:25]3)=[C:18]([F:23])[CH:19]=2)[N:14]([CH2:30][CH3:31])[CH:13]=1)=[O:11])([O-:3])=[O:2]. (5) The product is: [CH:47]([N:40]1[C:41]2[C:46](=[CH:45][CH:44]=[CH:43][CH:42]=2)[C:38]([CH2:37][C@@H:33]([NH:32][C:30](=[O:31])[O:29][C:25]([CH3:26])([CH3:28])[CH3:27])[C:34](=[O:35])[NH:1][CH:2]2[CH2:11][C:10]3[C:5](=[C:6]([N:12]4[CH2:16][CH2:15][CH2:14][C:13]4=[O:17])[CH:7]=[CH:8][CH:9]=3)[N:4]([CH2:18][C:19]3[CH:23]=[CH:22][S:21][CH:20]=3)[C:3]2=[O:24])=[CH:39]1)([CH3:49])[CH3:48]. Given the reactants [NH2:1][CH:2]1[CH2:11][C:10]2[C:5](=[C:6]([N:12]3[CH2:16][CH2:15][CH2:14][C:13]3=[O:17])[CH:7]=[CH:8][CH:9]=2)[N:4]([CH2:18][C:19]2[CH:23]=[CH:22][S:21][CH:20]=2)[C:3]1=[O:24].[C:25]([O:29][C:30]([NH:32][C@H:33]([CH2:37][C:38]1[C:46]2[C:41](=[CH:42][CH:43]=[CH:44][CH:45]=2)[N:40]([CH:47]([CH3:49])[CH3:48])[CH:39]=1)[C:34](O)=[O:35])=[O:31])([CH3:28])([CH3:27])[CH3:26], predict the reaction product. (6) Given the reactants [OH:1][C@@H:2]([C@@H:18]1[CH2:22][O:21]C(C)(C)[N:19]1[C:25]([O:27][C:28]([CH3:31])([CH3:30])[CH3:29])=[O:26])[C:3]#[C:4][CH2:5][CH2:6][CH2:7][CH2:8][CH2:9][CH2:10][CH2:11][CH2:12][CH2:13][CH2:14][CH2:15][CH2:16][CH3:17].C1(C)C=CC(S(O)(=O)=O)=CC=1.C(=O)([O-])O.[Na+], predict the reaction product. The product is: [OH:21][CH2:22][C@H:18]([NH:19][C:25](=[O:26])[O:27][C:28]([CH3:31])([CH3:30])[CH3:29])[C@H:2]([OH:1])[C:3]#[C:4][CH2:5][CH2:6][CH2:7][CH2:8][CH2:9][CH2:10][CH2:11][CH2:12][CH2:13][CH2:14][CH2:15][CH2:16][CH3:17]. (7) Given the reactants Br[CH2:2][CH2:3][CH2:4][CH2:5][CH2:6][CH2:7][CH2:8][CH2:9][C:10]1[CH:39]=[CH:38][C:13]([C:14]([NH:16][CH2:17][C:18]2[C:19]([NH:31][CH:32]3[CH2:37][CH2:36][O:35][CH2:34][CH2:33]3)=[C:20]3[CH:28]=[N:27][N:26]([CH2:29][CH3:30])[C:21]3=[N:22][C:23]=2[CH2:24][CH3:25])=[O:15])=[CH:12][CH:11]=1.[NH:40]1[CH2:45][CH2:44][O:43][CH2:42][CH2:41]1.C(N(CC)C(C)C)(C)C, predict the reaction product. The product is: [CH2:29]([N:26]1[C:21]2=[N:22][C:23]([CH2:24][CH3:25])=[C:18]([CH2:17][NH:16][C:14](=[O:15])[C:13]3[CH:38]=[CH:39][C:10]([CH2:9][CH2:8][CH2:7][CH2:6][CH2:5][CH2:4][CH2:3][CH2:2][N:40]4[CH2:45][CH2:44][O:43][CH2:42][CH2:41]4)=[CH:11][CH:12]=3)[C:19]([NH:31][CH:32]3[CH2:37][CH2:36][O:35][CH2:34][CH2:33]3)=[C:20]2[CH:28]=[N:27]1)[CH3:30]. (8) Given the reactants [CH3:1][O:2][C:3]1[CH:4]=[C:5]2[C:10](=[CH:11][C:12]=1[O:13][CH3:14])[N:9]=[CH:8][CH:7]=[C:6]2[O:15][C:16]1[CH:21]=[CH:20][C:19]([O:22][CH3:23])=[CH:18][C:17]=1[C:24](=[O:26])[CH3:25].[ClH:27].CO, predict the reaction product. The product is: [ClH:27].[CH3:1][O:2][C:3]1[CH:4]=[C:5]2[C:10](=[CH:11][C:12]=1[O:13][CH3:14])[N:9]=[CH:8][CH:7]=[C:6]2[O:15][C:16]1[CH:21]=[CH:20][C:19]([O:22][CH3:23])=[CH:18][C:17]=1[C:24](=[O:26])[CH3:25]. (9) The product is: [Cl:12][C:13]1[CH:14]=[C:15]2[C:19](=[CH:20][CH:21]=1)[NH:18][C:17](=[O:22])[C:16]2=[CH:1][C:3]1[CH:4]=[CH:5][C:6]2[O:10][CH2:9][CH2:8][C:7]=2[CH:11]=1. Given the reactants [CH:1]([C:3]1[CH:4]=[CH:5][C:6]2[O:10][CH2:9][CH2:8][C:7]=2[CH:11]=1)=O.[Cl:12][C:13]1[CH:14]=[C:15]2[C:19](=[CH:20][CH:21]=1)[NH:18][C:17](=[O:22])[CH2:16]2, predict the reaction product. (10) Given the reactants [Li+].CC([O-])(C)C.[C:7]([O:11][C:12](=[O:35])[CH2:13][N:14]([CH2:28][C:29]1[CH:34]=[CH:33][CH:32]=[CH:31][CH:30]=1)[CH2:15][C:16]1[CH:21]=[CH:20][C:19]([C:22](=[O:26])[N:23]([CH3:25])[CH3:24])=[CH:18][C:17]=1Br)([CH3:10])([CH3:9])[CH3:8], predict the reaction product. The product is: [C:7]([O:11][C:12]([CH:13]1[C:21]2[C:16](=[CH:17][CH:18]=[C:19]([C:22](=[O:26])[N:23]([CH3:25])[CH3:24])[CH:20]=2)[CH2:15][N:14]1[CH2:28][C:29]1[CH:34]=[CH:33][CH:32]=[CH:31][CH:30]=1)=[O:35])([CH3:10])([CH3:9])[CH3:8].